This data is from Full USPTO retrosynthesis dataset with 1.9M reactions from patents (1976-2016). The task is: Predict the reactants needed to synthesize the given product. (1) Given the product [CH2:1]([O:8][C:9]1[CH:10]=[CH:11][C:12]([N+:17]([O-:19])=[O:18])=[C:13]([CH:14]([OH:15])[CH:20]=[CH:21][CH3:22])[CH:16]=1)[C:2]1[CH:3]=[CH:4][CH:5]=[CH:6][CH:7]=1, predict the reactants needed to synthesize it. The reactants are: [CH2:1]([O:8][C:9]1[CH:10]=[CH:11][C:12]([N+:17]([O-:19])=[O:18])=[C:13]([CH:16]=1)[CH:14]=[O:15])[C:2]1[CH:7]=[CH:6][CH:5]=[CH:4][CH:3]=1.[CH:20]([Mg]Br)=[CH:21][CH3:22]. (2) Given the product [Br:1][C:2]1[CH:3]=[CH:4][C:5]([CH:8]([CH:20]2[CH2:25][CH2:24][CH2:23][CH2:22][CH2:21]2)[CH2:9][C:10]([C:12]2[CH:17]=[CH:16][C:15](=[O:18])[NH:14][CH:13]=2)=[O:11])=[CH:6][CH:7]=1, predict the reactants needed to synthesize it. The reactants are: [Br:1][C:2]1[CH:7]=[CH:6][C:5]([CH:8]([CH:20]2[CH2:25][CH2:24][CH2:23][CH2:22][CH2:21]2)[CH2:9][C:10]([C:12]2[CH:13]=[N:14][C:15]([O:18]C)=[CH:16][CH:17]=2)=[O:11])=[CH:4][CH:3]=1.Cl.